From a dataset of Experimentally validated miRNA-target interactions with 360,000+ pairs, plus equal number of negative samples. Binary Classification. Given a miRNA mature sequence and a target amino acid sequence, predict their likelihood of interaction. (1) The miRNA is hsa-miR-3178 with sequence GGGGCGCGGCCGGAUCG. The protein sequence of the target gene is MEEEASSPGLGCSKPHLEKLTLGITRILESSPGVTEVTIIEKPPAERHMISSWEQKNNCVMPEDVKNFYLMTNGFHMTWSVKLDEHIIPLGSMAINSISKLTQLTQSSMYSLPNAPTLADLEDDTHEASDDQPEKPHFDSRSVIFELDSCNGSGKVCLVYKSGKPALAEDTEIWFLDRALYWHFLTDTFTAYYRLLITHLGLPQWQYAFTSYGISPQAKQWFSMYKPITYNTNLLTEETDSFVNKLDPSKVFKSKNKIVIPKKKGPVQPAGGQKGPSGPSGPSTSSTSKSSSGSGNPTRK.... Result: 0 (no interaction). (2) The miRNA is hsa-miR-548aq-3p with sequence CAAAAACUGCAAUUACUUUUGC. The protein sequence of the target gene is MGTVLSLSPASSAKGRRPGGLPEEKKKAPPAGDEALGGYGAPPVGKGGKGESRLKRPSVLISALTWKRLVAASAKKKKGSKKVTPKPASTGPDPLVQQRNRENLLRKGRDPPDGGGTAKPLAVPVPTVPAAAATCEPPSGGSAAAQPPGSGGGKPPPPPPPAPQVAPPVPGGSPRRVIVQASTGELLRCLGDFVCRRCYRLKELSPGELVGWFRGVDRSLLLQGWQDQAFITPANLVFVYLLCRESLRGDELASAAELQAAFLTCLYLAYSYMGNEISYPLKPFLVEPDKERFWQRCLRL.... Result: 0 (no interaction). (3) The miRNA is hsa-miR-548w with sequence AAAAGUAACUGCGGUUUUUGCCU. The protein sequence of the target gene is MTSRTPLLVTACLYYSYCNSRHLQQGVRKSKRPVFSHCQVPETQKTDTRHLSGARAGVCPCCHPDGLLATMRDLLQYIACFFAFFSAGFLIVATWTDCWMVNADDSLEVSTKCRGLWWECVTNAFDGIRTCDEYDSILAEHPLKLVVTRALMITADILAGFGFLTLLLGLDCVKFLPDEPYIKVRICFVAGATLLIAGTPGIIGSVWYAVDVYVERSTLVLHNIFLGIQYKFGWSCWLGMAGSLGCFLAGAVLTCCLYLFKDVGPERNYPYSLRKAYSAAGVSMAKSYSAPRTETAKMYA.... Result: 1 (interaction). (4) The protein sequence of the target gene is MGSAPWAPVLLLALGLRGLQAGARRAPDPGFQERFFQQRLDHFNFERFGNKTFPQRFLVSDRFWVRGEGPIFFYTGNEGDVWAFANNSAFVAELAAERGALLVFAEHRYYGKSLPFGAQSTQRGHTELLTVEQALADFAELLRALRRDLGAQDAPAIAFGGSYGGMLSAYLRMKYPHLVAGALAASAPVLAVAGLGDSNQFFRDVTADFEGQSPKCTQGVREAFRQIKDLFLQGAYDTVRWEFGTCQPLSDEKDLTQLFMFARNAFTVLAMMDYPYPTDFLGPLPANPVKVGCDRLLSEA.... Result: 0 (no interaction). The miRNA is hsa-miR-423-5p with sequence UGAGGGGCAGAGAGCGAGACUUU.